From a dataset of Forward reaction prediction with 1.9M reactions from USPTO patents (1976-2016). Predict the product of the given reaction. (1) Given the reactants CN(C)C=O.C(=O)([O-])[O-].[K+].[K+].[F:12][C:13]([F:22])([F:21])[C:14]1[CH:15]=[CH:16][C:17](Cl)=[N:18][CH:19]=1.[CH3:23][O:24][N:25]=[C:26]([C:35]1[N:39]=[C:38]([CH3:40])[O:37][N:36]=1)[C:27]1[CH:32]=[C:31]([Cl:33])[CH:30]=[CH:29][C:28]=1[OH:34], predict the reaction product. The product is: [CH3:23][O:24][N:25]=[C:26]([C:35]1[N:39]=[C:38]([CH3:40])[O:37][N:36]=1)[C:27]1[CH:32]=[C:31]([Cl:33])[CH:30]=[CH:29][C:28]=1[O:34][C:17]1[CH:16]=[CH:15][C:14]([C:13]([F:22])([F:21])[F:12])=[CH:19][N:18]=1. (2) Given the reactants [F:1][C:2]1[CH:3]=[C:4]2[C:8](=[CH:9][C:10]=1[F:11])[NH:7][CH:6]=[C:5]2[I:12].[H-].[Na+].[C:15]1([S:21](Cl)(=[O:23])=[O:22])[CH:20]=[CH:19][CH:18]=[CH:17][CH:16]=1, predict the reaction product. The product is: [F:1][C:2]1[CH:3]=[C:4]2[C:8](=[CH:9][C:10]=1[F:11])[N:7]([S:21]([C:15]1[CH:20]=[CH:19][CH:18]=[CH:17][CH:16]=1)(=[O:23])=[O:22])[CH:6]=[C:5]2[I:12]. (3) Given the reactants CO[C:3](OC)(OC)[CH2:4][CH2:5][CH2:6][CH3:7].[NH2:12][C:13]1[CH:14]=[N:15][C:16]2[C:21]([C:22]=1[NH:23][CH2:24][CH2:25][NH:26][C:27](=[O:33])[O:28][C:29]([CH3:32])([CH3:31])[CH3:30])=[CH:20][CH:19]=[CH:18][CH:17]=2, predict the reaction product. The product is: [CH2:4]([C:3]1[N:23]([CH2:24][CH2:25][NH:26][C:27](=[O:33])[O:28][C:29]([CH3:30])([CH3:32])[CH3:31])[C:22]2[C:21]3[CH:20]=[CH:19][CH:18]=[CH:17][C:16]=3[N:15]=[CH:14][C:13]=2[N:12]=1)[CH2:5][CH2:6][CH3:7].